This data is from Full USPTO retrosynthesis dataset with 1.9M reactions from patents (1976-2016). The task is: Predict the reactants needed to synthesize the given product. (1) Given the product [CH2:1]([O:8][C:9]1[CH:36]=[CH:35][C:12]([CH2:13][N:14]([CH2:27][CH2:28][C:29]2[CH:34]=[CH:33][CH:32]=[CH:31][N:30]=2)[C:15](=[O:26])[CH2:16][CH2:17][CH2:18][CH2:19][C:20]2[CH:25]=[CH:24][CH:23]=[CH:22][CH:21]=2)=[CH:11][C:10]=1[CH2:50][N:49]([CH3:43])[CH3:51])[C:2]1[CH:7]=[CH:6][CH:5]=[CH:4][CH:3]=1, predict the reactants needed to synthesize it. The reactants are: [CH2:1]([O:8][C:9]1[CH:36]=[CH:35][C:12]([CH2:13][N:14]([CH2:27][CH2:28][C:29]2[CH:34]=[CH:33][CH:32]=[CH:31][N:30]=2)[C:15](=[O:26])[CH2:16][CH2:17][CH2:18][CH2:19][C:20]2[CH:25]=[CH:24][CH:23]=[CH:22][CH:21]=2)=[CH:11][C:10]=1COS(C)(=O)=O)[C:2]1[CH:7]=[CH:6][CH:5]=[CH:4][CH:3]=1.[C:43](=O)([O-])[O-].[K+].[K+].[NH:49]([CH3:51])[CH3:50]. (2) Given the product [CH3:1][O:2][C:3](=[O:19])[CH:4]([O:16][CH2:17][CH3:18])[CH2:5][C:6]1[C:14]2[CH:13]=[CH:12][S:11][C:10]=2[C:9]([O:15][CH2:33][CH2:32][C:22]2[N:23]=[C:24]([C:26]3[CH:31]=[CH:30][CH:29]=[CH:28][CH:27]=3)[S:25][C:21]=2[CH3:20])=[CH:8][CH:7]=1, predict the reactants needed to synthesize it. The reactants are: [CH3:1][O:2][C:3](=[O:19])[CH:4]([O:16][CH2:17][CH3:18])[CH2:5][C:6]1[C:14]2[CH:13]=[CH:12][S:11][C:10]=2[C:9]([OH:15])=[CH:8][CH:7]=1.[CH3:20][C:21]1[S:25][C:24]([C:26]2[CH:31]=[CH:30][CH:29]=[CH:28][CH:27]=2)=[N:23][C:22]=1[CH2:32][CH2:33]O.C1(P(C2C=CC=CC=2)C2C=CC=CC=2)C=CC=CC=1.N(C(OC(C)C)=O)=NC(OC(C)C)=O.